Dataset: Full USPTO retrosynthesis dataset with 1.9M reactions from patents (1976-2016). Task: Predict the reactants needed to synthesize the given product. (1) Given the product [CH3:17][N:18]([CH3:24])[CH:19]1[CH2:23][CH2:22][N:21]([CH2:2][C:3]2[CH:12]=[CH:11][C:6]([C:7]([O:9][CH3:10])=[O:8])=[CH:5][C:4]=2[C:13]([F:16])([F:15])[F:14])[CH2:20]1, predict the reactants needed to synthesize it. The reactants are: Br[CH2:2][C:3]1[CH:12]=[CH:11][C:6]([C:7]([O:9][CH3:10])=[O:8])=[CH:5][C:4]=1[C:13]([F:16])([F:15])[F:14].[CH3:17][N:18]([CH3:24])[CH:19]1[CH2:23][CH2:22][NH:21][CH2:20]1.C(=O)([O-])[O-].[K+].[K+]. (2) Given the product [Cl:1][C:2]1[C:7]([F:8])=[C:6]([Cl:9])[CH:5]=[CH:4][C:3]=1[C:10]([N:12]1[CH2:17][CH2:16][N:15]2[C:37]([C:34]3[CH:35]=[CH:36][N:31]=[CH:32][N:33]=3)=[N:39][N:40]=[C:14]2[CH2:13]1)=[O:11], predict the reactants needed to synthesize it. The reactants are: [Cl:1][C:2]1[C:7]([F:8])=[C:6]([Cl:9])[CH:5]=[CH:4][C:3]=1[C:10]([N:12]1[CH2:17][CH2:16][NH:15][C:14](=O)[CH2:13]1)=[O:11].F[B-](F)(F)F.C([O+](CC)CC)C.[N:31]1[CH:36]=[CH:35][C:34]([C:37]([NH:39][NH2:40])=O)=[N:33][CH:32]=1. (3) Given the product [N:2]1[CH:7]=[CH:6][CH:5]=[CH:4][C:3]=1[N:8]([CH2:32][CH2:33][C:34]([OH:36])=[O:35])[C:9]([C:11]1[CH:31]=[CH:30][C:14]2[N:15]([CH3:29])[C:16]([CH2:18][NH:19][C:20]3[CH:25]=[CH:24][C:23]([C:26](=[NH:27])[NH2:28])=[CH:22][CH:21]=3)=[N:17][C:13]=2[CH:12]=1)=[O:10], predict the reactants needed to synthesize it. The reactants are: Cl.[N:2]1[CH:7]=[CH:6][CH:5]=[CH:4][C:3]=1[N:8]([CH2:32][CH2:33][C:34]([O:36]CC)=[O:35])[C:9]([C:11]1[CH:31]=[CH:30][C:14]2[N:15]([CH3:29])[C:16]([CH2:18][NH:19][C:20]3[CH:25]=[CH:24][C:23]([C:26](=[NH:28])[NH2:27])=[CH:22][CH:21]=3)=[N:17][C:13]=2[CH:12]=1)=[O:10].[OH-].[Na+]. (4) Given the product [CH3:30][O:29][C:28]1[CH:31]=[CH:32][C:25]([CH2:24][NH:1][CH2:2][CH2:3][O:4][C:5]2[CH:10]=[CH:9][C:8]([C:11]3[N:15]4[CH:16]=[C:17]([C:20]([O:22][CH3:23])=[O:21])[N:18]=[CH:19][C:14]4=[N:13][CH:12]=3)=[CH:7][CH:6]=2)=[CH:26][CH:27]=1, predict the reactants needed to synthesize it. The reactants are: [NH2:1][CH2:2][CH2:3][O:4][C:5]1[CH:10]=[CH:9][C:8]([C:11]2[N:15]3[CH:16]=[C:17]([C:20]([O:22][CH3:23])=[O:21])[N:18]=[CH:19][C:14]3=[N:13][CH:12]=2)=[CH:7][CH:6]=1.[CH2:24](Cl)[C:25]1[CH:32]=[CH:31][C:28]([O:29][CH3:30])=[CH:27][CH:26]=1.CCN(C(C)C)C(C)C.